This data is from Catalyst prediction with 721,799 reactions and 888 catalyst types from USPTO. The task is: Predict which catalyst facilitates the given reaction. (1) The catalyst class is: 24. Product: [CH:47]1([C:45]2[CH:44]=[C:43]([F:50])[C:40]3[C:41](=[O:42])[N:35]([C:7]4[CH:8]=[CH:9][CH:10]=[C:11]([C:12]5[CH:17]=[CH:16][N:15]=[C:14]6[NH:18][C:19]([C:21]7[CH:22]=[CH:23][C:24]([C:27]([N:29]8[CH2:30][CH2:31][O:32][CH2:33][CH2:34]8)=[O:28])=[CH:25][CH:26]=7)=[N:20][C:13]=56)[C:6]=4[CH2:5][OH:4])[CH2:36][CH2:37][O:38][C:39]=3[CH:46]=2)[CH2:49][CH2:48]1. Reactant: C([O:4][CH2:5][C:6]1[C:11]([C:12]2[CH:17]=[CH:16][N:15]=[C:14]3[NH:18][C:19]([C:21]4[CH:26]=[CH:25][C:24]([C:27]([N:29]5[CH2:34][CH2:33][O:32][CH2:31][CH2:30]5)=[O:28])=[CH:23][CH:22]=4)=[N:20][C:13]=23)=[CH:10][CH:9]=[CH:8][C:7]=1[N:35]1[C:41](=[O:42])[C:40]2[C:43]([F:50])=[CH:44][C:45]([CH:47]3[CH2:49][CH2:48]3)=[CH:46][C:39]=2[O:38][CH2:37][CH2:36]1)(=O)C.[Li+].[OH-]. (2) Reactant: C(OC([N:8]1[CH2:15][CH2:14][CH:13]2[CH:10]([N:11]([C:16]([C:18]3[S:22][C:21]([CH3:23])=[N:20][C:19]=3[C:24]3[CH:29]=[CH:28][CH:27]=[CH:26][C:25]=3[F:30])=[O:17])[CH2:12]2)[CH2:9]1)=O)(C)(C)C.FC(F)(F)C(O)=O. Product: [CH:10]12[N:11]([C:16]([C:18]3[S:22][C:21]([CH3:23])=[N:20][C:19]=3[C:24]3[CH:29]=[CH:28][CH:27]=[CH:26][C:25]=3[F:30])=[O:17])[CH2:12][CH:13]1[CH2:14][CH2:15][NH:8][CH2:9]2. The catalyst class is: 12. (3) Reactant: [C:1](=O)([O-])[O-].[K+].[K+].IC.[C:9]([C:11]1[C:12]([F:38])=[C:13]([NH:18][C:19]([C:21]2[N:25]([CH3:26])[N:24]=[C:23]([C:27]([F:33])([F:32])[C:28]([F:31])([F:30])[F:29])[C:22]=2[C:34]([F:37])([F:36])[F:35])=[O:20])[CH:14]=[CH:15][C:16]=1[F:17])#[N:10].O. Product: [C:9]([C:11]1[C:12]([F:38])=[C:13]([N:18]([CH3:1])[C:19]([C:21]2[N:25]([CH3:26])[N:24]=[C:23]([C:27]([F:32])([F:33])[C:28]([F:31])([F:30])[F:29])[C:22]=2[C:34]([F:36])([F:37])[F:35])=[O:20])[CH:14]=[CH:15][C:16]=1[F:17])#[N:10]. The catalyst class is: 3.